This data is from Forward reaction prediction with 1.9M reactions from USPTO patents (1976-2016). The task is: Predict the product of the given reaction. (1) Given the reactants C[O:2][C:3](=[O:12])[C:4]1[CH:9]=[CH:8][C:7]([NH2:10])=[C:6]([Cl:11])[CH:5]=1.[OH-].[Na+], predict the reaction product. The product is: [NH2:10][C:7]1[CH:8]=[CH:9][C:4]([C:3]([OH:12])=[O:2])=[CH:5][C:6]=1[Cl:11]. (2) Given the reactants CO[C:3]([C:5]1[CH:10]=[N:9][CH:8]=[CH:7][N:6]=1)=[O:4].C[Si]([C:15]([F:18])([F:17])[F:16])(C)C.[F-].[Cs+], predict the reaction product. The product is: [F:16][C:15]([F:18])([F:17])[C:3]([C:5]1[CH:10]=[N:9][CH:8]=[CH:7][N:6]=1)=[O:4].